Dataset: Experimentally validated miRNA-target interactions with 360,000+ pairs, plus equal number of negative samples. Task: Binary Classification. Given a miRNA mature sequence and a target amino acid sequence, predict their likelihood of interaction. (1) The miRNA is hsa-miR-4478 with sequence GAGGCUGAGCUGAGGAG. The protein sequence of the target gene is MAPWGKRLAGVRGVLLDISGVLYDSGAGGGTAIAGSVEAVARLKRSRLKVRFCTNESQKSRAELVGQLQRLGFDISEQEVTAPAPAACQILKEQGLRPYLLIHDGVRSEFDQIDTSNPNCVVIADAGESFSYQNMNNAFQVLMELEKPVLISLGKGRYYKETSGLMLDVGPYMKALEYACGIKAEVVGKPSPEFFKSALQAIGVEAHQAVMIGDDIVGDVGGAQRCGMRALQVRTGKFRPSDEHHPEVKADGYVDNLAEAVDLLLQHADK. Result: 1 (interaction). (2) The miRNA is dre-miR-9-5p with sequence UCUUUGGUUAUCUAGCUGUAUGA. The protein sequence of the target gene is MEPAFGEVNQLGGVFVNGRPLPNAIRLRIVELAQLGIRPCDISRQLRVSHGCVSKILARYNETGSILPGAIGGSKPRVTTPTVVKHIRTYKQRDPGIFAWEIRDRLLADGVCDKYNVPSVSSISRILRNKIGNLAQQGHYDSYKQHQPAPQPALPYNHIYSYPSPITAAAAKVPTPPGVPAIPGSVALPRTWPSSHSVTDILGIRSITDQGVSDSSPYHSPKVEEWSSLGRNNFPAAAPHAVNGLEKGALEQEAKYGQAPNGLPAVSSFVSASSMAPYPTPAQVSPYMTYSAAPSGYVAG.... Result: 0 (no interaction). (3) The miRNA is hsa-miR-7113-5p with sequence UCCAGGGAGACAGUGUGUGAG. The protein sequence of the target gene is MAMIELGFGRQNFHPLKRKSSLLLKLIAVVFAVLLFCEFLIYYLAIFQCNWPEVKTTASDGEQTTREPVLKAMFLADTHLLGEFLGHWLDKLRREWQMERAFQTALWLLQPEVVFILGDIFDEGKWSTPEAWADDVERFQKMFRHPSHVQLKVVAGNHDIGFHYEMNTYKVERFEKVFSSERLFSWKGINFVMVNSVALNGDGCGICSETEAELIEVSHRLNCSREARGSSRCGPGPLLPTSAPVLLQHYPLYRRSDANCSGEDAAPAEERDIPFKENYDVLSREASQKLLWWLQPRLVL.... Result: 1 (interaction). (4) The protein sequence of the target gene is MAGGHCGSFPAAAAGSGEIVQLNVGGTRFSTSRQTLMWIPDSFFSSLLSGRISTLRDETGAIFIDRDPAAFAPILNFLRTKELDLRGVSINVLRHEAEFYGITPLVRRLLLCEELERSSCGSVLFHGYLPPPGIPSRKINNTVRSADSRNGLNSTEGEARGNGTQPVLSGTGEETVRLGFPVDPRKVLIVAGHHNWIVAAYAHFAVCYRIKESSGWQQVFTSPYLDWTIERVALNAKVVGGPHGDKDKMVAVASESSIILWSVQDGGSGSEIGVFSLGVPVDALFFIGNQLVATSHTGKV.... Result: 0 (no interaction). The miRNA is bta-miR-26a with sequence UUCAAGUAAUCCAGGAUAGGCU. (5) The protein sequence of the target gene is MVRIWTTIMIVLILLLRIGPNKPSLSGRQAPAQAQTSDLVPSLFPLGLWAPGFCTWSSPDEDKVWRPAWEQGPKGEPDPRGLRPRKPVPGTGNRDSGTRRRLQDATEQDPRPGNDVASAETAGPPSPSGIRAQDRAPRHRRAPPARMPVAPAPSADGEPLQEQGGGLFHRTRSVYNGLELNTWMKVERLFVEKFHQSFSLDN. The miRNA is mmu-miR-6998-3p with sequence AGAGCUGCUCUGUGCCCACACA. Result: 0 (no interaction).